Dataset: Forward reaction prediction with 1.9M reactions from USPTO patents (1976-2016). Task: Predict the product of the given reaction. (1) Given the reactants [F:1][C:2]1[CH:7]=[CH:6][CH:5]=[C:4]([F:8])[C:3]=1[C:9]1[N:14]=[C:13]([C:15]([NH:17][C:18]2[CH:19]=[N:20][CH:21]=[CH:22][C:23]=2[C@H:24]2[CH2:29][C@@H:28]([NH:30]C(=O)OC(C)(C)C)[C@H:27]([S:38][CH3:39])[C@@H:26]([CH3:40])[CH2:25]2)=[O:16])[CH:12]=[CH:11][C:10]=1[F:41].[OH:42]OS([O-])=O.[K+].C(O)(C(F)(F)F)=O.C(Cl)Cl, predict the reaction product. The product is: [NH2:30][C@H:28]1[C@H:27]([S@:38]([CH3:39])=[O:42])[C@@H:26]([CH3:40])[CH2:25][C@@H:24]([C:23]2[CH:22]=[CH:21][N:20]=[CH:19][C:18]=2[NH:17][C:15](=[O:16])[C:13]2[CH:12]=[CH:11][C:10]([F:41])=[C:9]([C:3]3[C:2]([F:1])=[CH:7][CH:6]=[CH:5][C:4]=3[F:8])[N:14]=2)[CH2:29]1. (2) Given the reactants [N+:1]([C:4]1[CH:5]=[C:6]([OH:14])[CH:7]=[C:8]([C:10]([F:13])([F:12])[F:11])[CH:9]=1)([O-:3])=[O:2].C(=O)([O-])[O-].[Cs+].[Cs+].FC(F)(F)S(O[CH2:27][C@@H:28]1[CH2:32][O:31][C:30]([CH3:34])([CH3:33])[O:29]1)(=O)=O, predict the reaction product. The product is: [CH3:33][C:30]1([CH3:34])[O:29][C@H:28]([CH2:27][O:14][C:6]2[CH:7]=[C:8]([C:10]([F:11])([F:12])[F:13])[CH:9]=[C:4]([N+:1]([O-:3])=[O:2])[CH:5]=2)[CH2:32][O:31]1. (3) Given the reactants [H-].[Al+3].[Li+].[H-].[H-].[H-].[F:7][C:8]1[CH:9]=[C:10]([S:14][C:15]2[N:19]([C:20]3[C:21]([F:26])=[N:22][CH:23]=[CH:24][CH:25]=3)[N:18]=[C:17]([C:27](OCC)=[O:28])[CH:16]=2)[CH:11]=[CH:12][CH:13]=1.[OH-].[Na+], predict the reaction product. The product is: [F:7][C:8]1[CH:9]=[C:10]([S:14][C:15]2[N:19]([C:20]3[C:21]([F:26])=[N:22][CH:23]=[CH:24][CH:25]=3)[N:18]=[C:17]([CH2:27][OH:28])[CH:16]=2)[CH:11]=[CH:12][CH:13]=1. (4) Given the reactants CO.C(#N)C.[NH2:6][C:7]1[N:12]=[C:11]([CH:13]2[CH2:18][CH2:17][CH2:16][N:15]([C:19]([O:21][C:22]([CH3:25])([CH3:24])[CH3:23])=[O:20])[CH2:14]2)[CH:10]=[C:9]([C:26]2[C:31]([OH:32])=[CH:30][CH:29]=[CH:28][C:27]=2[O:33]CC2C=CC=CC=2)[N:8]=1.[H][H], predict the reaction product. The product is: [NH2:6][C:7]1[N:12]=[C:11]([CH:13]2[CH2:18][CH2:17][CH2:16][N:15]([C:19]([O:21][C:22]([CH3:25])([CH3:23])[CH3:24])=[O:20])[CH2:14]2)[CH:10]=[C:9]([C:26]2[C:27]([OH:33])=[CH:28][CH:29]=[CH:30][C:31]=2[OH:32])[N:8]=1. (5) The product is: [CH3:1][C:2]([CH3:26])([CH3:25])[CH2:3][N:4]1[C:12]2[C:7](=[N:8][C:9]([C:13]3[CH:20]=[C:19]([C@@H:21]([OH:22])[CH3:27])[CH:18]=[CH:17][C:14]=3[C:15]#[N:16])=[CH:10][CH:11]=2)[N:6]([CH3:23])[C:5]1=[O:24]. Given the reactants [CH3:1][C:2]([CH3:26])([CH3:25])[CH2:3][N:4]1[C:12]2[C:7](=[N:8][C:9]([C:13]3[CH:20]=[C:19]([CH:21]=[O:22])[CH:18]=[CH:17][C:14]=3[C:15]#[N:16])=[CH:10][CH:11]=2)[N:6]([CH3:23])[C:5]1=[O:24].[CH3:27][Mg]Br, predict the reaction product. (6) Given the reactants [Si]([O:18][CH2:19][C:20]1[S:24][C:23]([C:25]2[CH:30]=[CH:29][C:28]([NH:31][C:32](=[O:38])[O:33][C:34]([CH3:37])([CH3:36])[CH3:35])=[C:27]([NH:39][C:40](=[O:53])[C:41]3[CH:46]=[CH:45][C:44]([C:47]4[CH:48]=[N:49][CH:50]=[CH:51][CH:52]=4)=[CH:43][CH:42]=3)[CH:26]=2)=[CH:22][CH:21]=1)(C(C)(C)C)(C1C=CC=CC=1)C1C=CC=CC=1.CCOC(C)=O, predict the reaction product. The product is: [OH:18][CH2:19][C:20]1[S:24][C:23]([C:25]2[CH:30]=[CH:29][C:28]([NH:31][C:32](=[O:38])[O:33][C:34]([CH3:37])([CH3:36])[CH3:35])=[C:27]([NH:39][C:40](=[O:53])[C:41]3[CH:42]=[CH:43][C:44]([C:47]4[CH:48]=[N:49][CH:50]=[CH:51][CH:52]=4)=[CH:45][CH:46]=3)[CH:26]=2)=[CH:22][CH:21]=1. (7) Given the reactants [CH3:1][Si:2]([CH3:9])([CH3:8])[C:3]#[C:4][CH2:5][CH2:6][NH2:7].[F:10][C:11]1[CH:12]=[C:13]([CH:24]=[CH:25][CH:26]=1)[CH2:14][C:15]1[CH:16]=[C:17]([CH:21]=[CH:22][CH:23]=1)[C:18](O)=[O:19].CN(C(ON1N=NC2C=CC=NC1=2)=[N+](C)C)C.F[P-](F)(F)(F)(F)F.C(N(CC)C(C)C)(C)C, predict the reaction product. The product is: [F:10][C:11]1[CH:12]=[C:13]([CH:24]=[CH:25][CH:26]=1)[CH2:14][C:15]1[CH:16]=[C:17]([CH:21]=[CH:22][CH:23]=1)[C:18]([NH:7][CH2:6][CH2:5][C:4]#[C:3][Si:2]([CH3:9])([CH3:8])[CH3:1])=[O:19].